This data is from NCI-60 drug combinations with 297,098 pairs across 59 cell lines. The task is: Regression. Given two drug SMILES strings and cell line genomic features, predict the synergy score measuring deviation from expected non-interaction effect. Drug 1: CCCS(=O)(=O)NC1=C(C(=C(C=C1)F)C(=O)C2=CNC3=C2C=C(C=N3)C4=CC=C(C=C4)Cl)F. Drug 2: C1=NC2=C(N1)C(=S)N=C(N2)N. Cell line: MDA-MB-231. Synergy scores: CSS=19.3, Synergy_ZIP=-7.68, Synergy_Bliss=-2.21, Synergy_Loewe=-13.2, Synergy_HSA=-3.94.